Dataset: Reaction yield outcomes from USPTO patents with 853,638 reactions. Task: Predict the reaction yield, written as a fraction of the theoretical maximum amount of product (1.0 means a 100% yield; for example, 0.34 means a 34% yield). (1) The reactants are [Br:1][C:2]1[CH:20]=[CH:19][C:5]([CH2:6][NH:7][C:8](=[O:18])[C:9]2[CH:14]=[C:13]([CH3:15])[C:12]([F:16])=[CH:11][C:10]=2[OH:17])=[C:4]([F:21])[CH:3]=1.C([O-])([O-])=O.[K+].[K+].[CH2:28]([O:30][C:31](=[O:34])[CH2:32]Br)[CH3:29]. The catalyst is CC(C)=O. The product is [CH2:28]([O:30][C:31](=[O:34])[CH2:32][O:17][C:10]1[CH:11]=[C:12]([F:16])[C:13]([CH3:15])=[CH:14][C:9]=1[C:8](=[O:18])[NH:7][CH2:6][C:5]1[CH:19]=[CH:20][C:2]([Br:1])=[CH:3][C:4]=1[F:21])[CH3:29]. The yield is 0.930. (2) The reactants are Br[C:2]1[CH:7]=[CH:6][N:5]=[C:4]([O:8][CH3:9])[CH:3]=1.[Br-].[CH2:11]([O:13][C:14](=[O:17])[CH2:15][Zn+])[CH3:12]. The catalyst is C1C=CC([P]([Pd]([P](C2C=CC=CC=2)(C2C=CC=CC=2)C2C=CC=CC=2)([P](C2C=CC=CC=2)(C2C=CC=CC=2)C2C=CC=CC=2)[P](C2C=CC=CC=2)(C2C=CC=CC=2)C2C=CC=CC=2)(C2C=CC=CC=2)C2C=CC=CC=2)=CC=1.C1COCC1. The product is [CH3:9][O:8][C:4]1[CH:3]=[C:2]([CH2:15][C:14]([O:13][CH2:11][CH3:12])=[O:17])[CH:7]=[CH:6][N:5]=1. The yield is 0.385. (3) The catalyst is O.CN(C=O)C. The reactants are [F:1][C:2]1[CH:7]=[CH:6][C:5]([N:8]2[C:13](=[O:14])[C:12]([C:15]([OH:17])=O)=[CH:11][CH:10]=[N:9]2)=[CH:4][CH:3]=1.CCN=C=NCCCN(C)C.C1C=CC2N(O)N=NC=2C=1.[CH3:39][O:40][C:41]1[CH:83]=[CH:82][C:44]([CH2:45][N:46]2[C:50]3=[N:51][CH:52]=[CH:53][C:54]([O:55][C:56]4[CH:61]=[CH:60][C:59]([NH2:62])=[CH:58][C:57]=4[F:63])=[C:49]3[C:48]([C:64]3[CH:65]=[N:66][N:67]([CH:69]4[CH2:74][CH2:73][N:72]([C:75]([O:77][C:78]([CH3:81])([CH3:80])[CH3:79])=[O:76])[CH2:71][CH2:70]4)[CH:68]=3)=[N:47]2)=[CH:43][CH:42]=1.CCN(C(C)C)C(C)C. The product is [F:63][C:57]1[CH:58]=[C:59]([NH:62][C:15]([C:12]2[C:13](=[O:14])[N:8]([C:5]3[CH:4]=[CH:3][C:2]([F:1])=[CH:7][CH:6]=3)[N:9]=[CH:10][CH:11]=2)=[O:17])[CH:60]=[CH:61][C:56]=1[O:55][C:54]1[CH:53]=[CH:52][N:51]=[C:50]2[N:46]([CH2:45][C:44]3[CH:43]=[CH:42][C:41]([O:40][CH3:39])=[CH:83][CH:82]=3)[N:47]=[C:48]([C:64]3[CH:65]=[N:66][N:67]([CH:69]4[CH2:74][CH2:73][N:72]([C:75]([O:77][C:78]([CH3:80])([CH3:81])[CH3:79])=[O:76])[CH2:71][CH2:70]4)[CH:68]=3)[C:49]=12. The yield is 0.0500. (4) The reactants are [F:1][C:2]1[CH:10]=[C:9]2[C:5]([C:6](=[O:12])[C:7](=[O:11])[NH:8]2)=[CH:4][CH:3]=1.[H-].[Na+].Br[CH2:16][C:17]([O:19][C:20]([CH3:23])([CH3:22])[CH3:21])=[O:18]. The catalyst is CN(C=O)C. The product is [F:1][C:2]1[CH:10]=[C:9]2[C:5]([C:6](=[O:12])[C:7](=[O:11])[N:8]2[CH2:16][C:17]([O:19][C:20]([CH3:23])([CH3:22])[CH3:21])=[O:18])=[CH:4][CH:3]=1. The yield is 0.650. (5) The reactants are Br[C:2]1[N:6]([S:7]([C:10]2[CH:15]=[CH:14][CH:13]=[CH:12][CH:11]=2)(=[O:9])=[O:8])[CH:5]=[C:4]([CH:16]=[O:17])[CH:3]=1.[F:18][C:19]1[C:24](B(O)O)=[CH:23][CH:22]=[CH:21][N:20]=1.C(=O)([O-])O.[Na+].COCCOC. The catalyst is C1C=CC([P]([Pd]([P](C2C=CC=CC=2)(C2C=CC=CC=2)C2C=CC=CC=2)([P](C2C=CC=CC=2)(C2C=CC=CC=2)C2C=CC=CC=2)[P](C2C=CC=CC=2)(C2C=CC=CC=2)C2C=CC=CC=2)(C2C=CC=CC=2)C2C=CC=CC=2)=CC=1.O. The product is [F:18][C:19]1[C:24]([C:2]2[N:6]([S:7]([C:10]3[CH:15]=[CH:14][CH:13]=[CH:12][CH:11]=3)(=[O:9])=[O:8])[CH:5]=[C:4]([CH:16]=[O:17])[CH:3]=2)=[CH:23][CH:22]=[CH:21][N:20]=1. The yield is 0.680. (6) The reactants are [Cl:1][C:2]1[CH:3]=[C:4]([CH2:27][OH:28])[CH:5]=[N:6][C:7]=1[C:8]1[CH:13]=[CH:12][C:11]([C:14]2[NH:18][C:17]3[CH:19]=[C:20]([C:23]([F:26])([F:25])[F:24])[CH:21]=[CH:22][C:16]=3[N:15]=2)=[CH:10][CH:9]=1. The catalyst is ClCCl.[O-2].[O-2].[Mn+4]. The product is [Cl:1][C:2]1[CH:3]=[C:4]([CH:27]=[O:28])[CH:5]=[N:6][C:7]=1[C:8]1[CH:13]=[CH:12][C:11]([C:14]2[NH:18][C:17]3[CH:19]=[C:20]([C:23]([F:25])([F:26])[F:24])[CH:21]=[CH:22][C:16]=3[N:15]=2)=[CH:10][CH:9]=1. The yield is 0.900. (7) The reactants are [CH2:1]([O:3][C:4]([C:6]1[O:7][C:8]2[CH:15]=[CH:14][CH:13]=[C:12]([OH:16])[C:9]=2[C:10]=1[CH3:11])=[O:5])[CH3:2].[Br:17]N1C(=O)CCC1=O. The catalyst is C(Cl)(Cl)(Cl)Cl. The product is [CH2:1]([O:3][C:4]([C:6]1[O:7][C:8]2[CH:15]=[CH:14][C:13]([Br:17])=[C:12]([OH:16])[C:9]=2[C:10]=1[CH3:11])=[O:5])[CH3:2]. The yield is 0.590. (8) The reactants are C(OC(=O)[NH:7][C@H:8]([C:12](=[O:37])[NH:13][C@@H:14]([CH2:30][C:31]1[CH:36]=[CH:35][CH:34]=[CH:33][CH:32]=1)[C@@H:15]([OH:29])[CH2:16][CH2:17][C:18](=[O:28])[NH:19][CH2:20][CH2:21][C:22]1[CH:27]=[CH:26][CH:25]=[CH:24][CH:23]=1)[CH:9]([CH3:11])[CH3:10])(C)(C)C.CO.[ClH:41]. The catalyst is O1CCOCC1. The product is [ClH:41].[CH2:20]([NH:19][C:18](=[O:28])[CH2:17][CH2:16][C@H:15]([OH:29])[C@@H:14]([NH:13][C:12](=[O:37])[C@@H:8]([NH2:7])[CH:9]([CH3:11])[CH3:10])[CH2:30][C:31]1[CH:32]=[CH:33][CH:34]=[CH:35][CH:36]=1)[CH2:21][C:22]1[CH:23]=[CH:24][CH:25]=[CH:26][CH:27]=1. The yield is 1.00. (9) The product is [NH2:4][C:7]1[CH:8]=[C:9]([CH:16]=[CH:17][CH:18]=1)[CH2:10][NH:11][C:12](=[O:15])[CH:13]=[CH2:14]. The reactants are Cl[Sn]Cl.[N+:4]([C:7]1[CH:8]=[C:9]([CH:16]=[CH:17][CH:18]=1)[CH2:10][NH:11][C:12](=[O:15])[CH:13]=[CH2:14])([O-])=O. The yield is 0.550. The catalyst is CCO. (10) The reactants are [H-].[Na+].[Br:3][C:4]1[C:5]([O:17][CH3:18])=[CH:6][C:7]([CH:14]([CH3:16])[CH3:15])=[C:8]([CH:13]=1)[O:9][CH2:10][C:11]#[N:12].[CH:19]([O:21][CH2:22]C)=O.IC. No catalyst specified. The product is [Br:3][C:4]1[C:5]([O:17][CH3:18])=[CH:6][C:7]([CH:14]([CH3:16])[CH3:15])=[C:8]([CH:13]=1)[O:9][C:10](=[CH:19][O:21][CH3:22])[C:11]#[N:12]. The yield is 0.480.